From a dataset of Full USPTO retrosynthesis dataset with 1.9M reactions from patents (1976-2016). Predict the reactants needed to synthesize the given product. Given the product [CH3:1][O:2][C:3](=[O:20])[CH2:4][C:5]1[C:9]2[C:10]([C:16]([F:19])([F:17])[F:18])=[CH:11][C:12]([OH:14])=[CH:13][C:8]=2[S:7][CH:6]=1, predict the reactants needed to synthesize it. The reactants are: [CH3:1][O:2][C:3](=[O:20])[CH2:4][C:5]1[C:9]2[C:10]([C:16]([F:19])([F:18])[F:17])=[CH:11][C:12]([O:14]C)=[CH:13][C:8]=2[S:7][CH:6]=1.CC(O)=O.Br.